This data is from Catalyst prediction with 721,799 reactions and 888 catalyst types from USPTO. The task is: Predict which catalyst facilitates the given reaction. (1) Reactant: [C:1]1([C:3](=[CH:5][CH:6]=[CH:7][CH:8]=1)O)[OH:2].[C:9]([O-:12])([O-])=O.[K+].[K+].Br[CH2:16][CH2:17][CH2:18][CH2:19][CH2:20][CH3:21].O. Product: [CH2:16]([O:2][C:1]1[CH:8]=[CH:7][CH:6]=[CH:5][C:3]=1[O:12][CH2:9][CH2:7][CH2:8][CH2:1][CH2:3][CH3:5])[CH2:17][CH2:18][CH2:19][CH2:20][CH3:21]. The catalyst class is: 3. (2) Reactant: [F:1][C:2]1[CH:8]=[CH:7][C:6]([C:9]([F:12])([F:11])[F:10])=[CH:5][C:3]=1[NH2:4].N1C=CC=CC=1.Cl[C:20](OC1C=CC=CC=1)=[O:21].[Cl:29][C:30]1[CH:36]=[C:35]([O:37][C:38]2[C:39]3[N:46]([CH3:47])[CH:45]=[CH:44][C:40]=3[N:41]=[CH:42][N:43]=2)[CH:34]=[CH:33][C:31]=1[NH2:32]. Product: [Cl:29][C:30]1[CH:36]=[C:35]([O:37][C:38]2[C:39]3[N:46]([CH3:47])[CH:45]=[CH:44][C:40]=3[N:41]=[CH:42][N:43]=2)[CH:34]=[CH:33][C:31]=1[NH:32][C:20]([NH:4][C:3]1[CH:5]=[C:6]([C:9]([F:10])([F:11])[F:12])[CH:7]=[CH:8][C:2]=1[F:1])=[O:21]. The catalyst class is: 60. (3) Reactant: [Cl:1][C:2]1[N:7]=[C:6]([Cl:8])[C:5]([C:9](Cl)=[O:10])=[C:4]([Cl:12])[N:3]=1.C(=O)(O)[O-].[Na+].[CH3:18][NH:19][CH3:20]. Product: [Cl:1][C:2]1[N:7]=[C:6]([Cl:8])[C:5]([C:9]([N:19]([CH3:20])[CH3:18])=[O:10])=[C:4]([Cl:12])[N:3]=1. The catalyst class is: 34.